Dataset: Human Reference Interactome with 51,813 positive PPI pairs across 8,248 proteins, plus equal number of experimentally-validated negative pairs. Task: Binary Classification. Given two protein amino acid sequences, predict whether they physically interact or not. (1) Protein 1 (ENSG00000143217) has sequence MPLSLGAEMWGPEAWLLLLLLLASFTGRCPAGELETSDVVTVVLGQDAKLPCFYRGDSGEQVGQVAWARVDAGEGAQELALLHSKYGLHVSPAYEGRVEQPPPPRNPLDGSVLLRNAVQADEGEYECRVSTFPAGSFQARLRLRVLVPPLPSLNPGPALEEGQGLTLAASCTAEGSPAPSVTWDTEVKGTTSSRSFKHSRSAAVTSEFHLVPSRSMNGQPLTCVVSHPGLLQDQRITHILHVSFLAEASVRGLEDQNLWHIGREGAMLKCLSEGQPPPSYNWTRLDGPLPSGVRVDGDTL.... Protein 2 (ENSG00000204548) has sequence MKLLLLLLTVTLLLAQVTPVMKCWGKSGRCRTTCKESEVYYILCKTEAKCCVDPKYVPVKPKLTDTNTSLESTSAV*. Result: 1 (the proteins interact). (2) Protein 1 (ENSG00000084764) has sequence MAVNVYSTSVTSENLSRHDMLAWVNDSLHLNYTKIEQLCSGAAYCQFMDMLFPGCVHLRKVKFQAKLEHEYIHNFKVLQAAFKKMGVDKIIPVEKLVKGKFQDNFEFIQWFKKFFDANYDGKDYNPLLARQGQDVAPPPNPGDQIFNKSKKLIGTAVPQRTSPTGPKNMQTSGRLSNVAPPCILRKNPPSARNGGHETDAQILELNQQLVDLKLTVDGLEKERDFYFSKLRDIELICQEHESENSPVISGIIGILYATEEGFAPPEDDEIEEHQQEDQDEY*MAVNVYSTSVTSENLSRH.... Result: 0 (the proteins do not interact). Protein 2 (ENSG00000103423) has sequence MAARCSTRWLLVVVGTPRLPAISGRGARPPREGVVGAWLSRKLSVPAFASSLTSCGPRALLTLRPGVSLTGTKHNPFICTASFHTSAPLAKEDYYQILGVPRNASQKEIKKAYYQLAKKYHPDTNKDDPKAKEKFSQLAEAYEVLSDEVKRKQYDAYGSAGFDPGASGSQHSYWKGGPTVDPEELFRKIFGEFSSSSFGDFQTVFDQPQEYFMELTFNQAAKGVNKEFTVNIMDTCERCNGKGNEPGTKVQHCHYCGGSGMETINTGPFVMRSTCRRCGGRGSIIISPCVVCRGAGQAKQ.... (3) Protein 1 (ENSG00000236104) has sequence MEPSPLSPSGAALPLPLSLAPPPLPLPAAAVVHVSFPEVTSALLESLNQQRLQGQLCDVSIRVQGREFRAHRAVLAASSPYFHDQVLLKGMTSISLPSVMDPGAFETVLASAYTGRLSMAAADIVNFLTVGSVLQMWHIVDKCTELLREGRASATTTITTAAATSVTVPGAGVPSGSGGTVAPATMGSARSHASSRASENQSPSSSNYFSPRESTDFSSSSQEAFAASAVGSGERRGGGPVFPAPVVGSGGATSGKLLLEADELCDDGGDGRGAVVPGAGLRRPTYTPPSIMPQKHWVYV.... Protein 2 (ENSG00000244607) has sequence MAADESSQNTLRLQFKAMQEMQHKRLQKQMEKKREKELSLKSRADDQEEPLEVSDGLSLLHAGEPNSKNSFEKRVLEDEIEHLRNELRETVDENGRLYKLLKERDFEIKHLKKKIEEDRFAFTGTAGVAGDVVATKIVELSKKNRLLMAESEGAKTRVKQLTNRIQELERELQTALTRLSAKGATDAGAKPPRAQMGDRALLETPEVKALQDRLVATNLKMSDLRNQIQSVKQELRMAQKVLAREVGEDINVQQLLSSPGTWRGRAQQILVLQSKVQELEKQLGQARSQSAGTASDELSV.... Result: 1 (the proteins interact). (4) Protein 1 (ENSG00000101442) has sequence MAANVFPFRDARAAPDPVLEAGPVAHGPLPVPLVLDNGSFQVRAGWACPGQDPGPEPRLQFRAVCARGRGGARGASGPQVGNALGSLEPLRWMLRSPFDRNVPVNLELQELLLDYSFQHLGVSSQGCVDHPIVLTEAVCNPLYSRQMMSELLFECYGIPKVAYGIDSLFSFYHNKPKNSMCSGLIISSGYQCTHVLPILEGRLDAKNCKRINLGGSQAAGYLQRLLQLKYPGHLAAITLSRMEEILHEHSYIAEDYVEELHKWRCPDYYENNVHKMQLPFSSKLLGSTLTSEEKQERRQQ.... Protein 2 (ENSG00000160226) has sequence MKLTRKMVLTRAKASELHSVRKLNCWGSRLTDISICQEMPSLEVITLSVNSISTLEPVSRCQRLSELYLRRNRIPSLAELFYLKGLPRLRVLWLAENPCCGTSPHRYRMTVLRTLPRLQKLDNQAVTEEELSRALSEGEEITAAPEREGTGHGGPKLCCTLSSLSSAAETGRDPLDSEEEATGAQDERGLKPPSRGQFPSLSARDASSSHRGRNVLTAILLLLRELDAEGLEAVQQTVGSRLQALRGEEVQEHAE*MKLTRKMVLTRAKASELHSVRKLNCWGSRLTDISICQEMPSLEV.... Result: 0 (the proteins do not interact). (5) Protein 1 (ENSG00000182557) has sequence MAGGMSAECPEPGPGGLQGQSPGPGRQCPPPITPTSWSLPPWRAYVAAAVLCYINLLNYMNWFIIAGVLLDIQEVFQISDNHAGLLQTVFVSCLLLSAPVFGYLGDRHSRKATMSFGILLWSGAGLSSSFISPRYSWLFFLSRGIVGTGSASYSTIAPTVLGDLFVRDQRTRVLAVFYIFIPVGSGLGYVLGSAVTMLTGNWRWALRVMPCLEAVALILLILLVPDPPRGAAETQGEGAVGGFRSSWCEDVRYLGKNWSFVWSTLGVTAMAFVTGALGFWAPKFLLEARVVHGLQPPCFQ.... Protein 2 (ENSG00000060339) has sequence MAQFGGQKNPPWATQFTATAVSQPAALGVQQPSLLGASPTIYTQQTALAAAGLTTQTPANYQLTQTAALQQQAAAAAAALQQQYSQPQQALYSVQQQLQQPQQTLLTQPAVALPTSLSLSTPQPTAQITVSYPTPRSSQQQTQPQKQRVFTGVVTKLHDTFGFVDEDVFFQLSAVKGKTPQVGDRVLVEATYNPNMPFKWNAQRIQTLPNQNQSQTQPLLKTPPAVLQPIAPQTTFGVQTQPQPQSLLQAQISAASITPLLQTQPQPLLQQPQQKAGLLQPPVRIVSQPQPARRLDPPSR.... Result: 0 (the proteins do not interact). (6) Protein 1 (ENSG00000137274) has sequence MPRNLLYSLLSSHLSPHFSTSVTSAKVAVNGVQLHYQQTGEGDHAVLLLPGMLGSGETDFGPQLKNLNKKLFTVVAWDPRGYGHSRPPDRDFPADFFERDAKDAVDLMKALKFKKVSLLGWSDGGITALIAAAKYPSYIHKMVIWGANAYVTDEDSMIYEGIRDVSKWSERTRKPLEALYGWSLTLSPGWNAMA*MVAVLGGRGVLRLRLLLSALKPGIHVPRAGPAAAFGNQPEPEYR*MVAVLGGRGVLRLRLLLSALKPGIHVPRAGPAAAFGTSVTSAKVAVNGVQLHYQQTGEGD.... Protein 2 (ENSG00000196482) has sequence MSNKDRHIDSSCSSFIKTEPSSPASLTDSVNHHSPGGSSDASGSYSSTMNGHQNGLDSPPLYPSAPILGGSGPVRKLYDDCSSTIVEDPQTKCEYMLNSMPKRLCLVCGDIASGYHYGVASCEACKAFFKRTIQGNIEYSCPATNECEITKRRRKSCQACRFMKCLKVGMLKEGVRLDRVRGGRQKYKRRIDAENSPYLNPQLVQPAKKPYNKIVSHLLVAEPEKIYAMPDPTVPDSDIKALTTLCDLADRELVVIIGWAKHIPGFSTLSLADQMSLLQSAWMEILILGVVYRSLSFEDE.... Result: 1 (the proteins interact).